Dataset: Reaction yield outcomes from USPTO patents with 853,638 reactions. Task: Predict the reaction yield, written as a fraction of the theoretical maximum amount of product (1.0 means a 100% yield; for example, 0.34 means a 34% yield). (1) The reactants are [Li]CCCC.[OH:6][CH2:7]/[CH:8]=[C:9](/[CH2:11][CH2:12]/[CH:13]=[C:14](\[CH2:16][CH2:17][CH:18]=[C:19]([CH3:21])[CH3:20])/[CH3:15])\[CH3:10].[CH3:22][C:23]([O:26][C:27](O[C:27]([O:26][C:23]([CH3:25])([CH3:24])[CH3:22])=[O:28])=[O:28])([CH3:25])[CH3:24]. The catalyst is C1COCC1. The product is [C:27](=[O:28])([O:26][C:23]([CH3:25])([CH3:24])[CH3:22])[O:6][CH2:7]/[CH:8]=[C:9](/[CH2:11][CH2:12]/[CH:13]=[C:14](\[CH2:16][CH2:17][CH:18]=[C:19]([CH3:21])[CH3:20])/[CH3:15])\[CH3:10]. The yield is 0.930. (2) The reactants are [CH3:1][O:2][C:3]1[C:12]([N+:13]([O-])=O)=[C:11]2[C:6]([CH:7]=[CH:8][CH:9]=[N:10]2)=[CH:5][CH:4]=1.[Sn](Cl)Cl. The catalyst is Cl. The product is [CH3:1][O:2][C:3]1[C:12]([NH2:13])=[C:11]2[C:6]([CH:7]=[CH:8][CH:9]=[N:10]2)=[CH:5][CH:4]=1. The yield is 0.710. (3) The reactants are [H-].[Na+].[CH3:3][C:4]1[CH:5]=[C:6]([OH:19])[CH:7]=[CH:8][C:9]=1[CH2:10][CH2:11][CH2:12][CH2:13][N:14]1[CH:18]=[CH:17][N:16]=[N:15]1.Cl[CH2:21][C:22]1[C:23]([CH3:39])=[N:24][C:25]([C:28]2[CH:33]=[CH:32][C:31]([O:34][C:35]([F:38])([F:37])[F:36])=[CH:30][CH:29]=2)=[CH:26][CH:27]=1.O. The catalyst is CN(C)C=O. The product is [CH3:39][C:23]1[C:22]([CH2:21][O:19][C:6]2[CH:7]=[CH:8][C:9]([CH2:10][CH2:11][CH2:12][CH2:13][N:14]3[CH:18]=[CH:17][N:16]=[N:15]3)=[C:4]([CH3:3])[CH:5]=2)=[CH:27][CH:26]=[C:25]([C:28]2[CH:29]=[CH:30][C:31]([O:34][C:35]([F:37])([F:38])[F:36])=[CH:32][CH:33]=2)[N:24]=1. The yield is 0.910. (4) The reactants are [O:1]1[C:5]2C=CC(C=O)=[CH:9][C:4]=2[CH2:3]C1.[CH2:12]1[C:17](=O)N(Br)C(=O)[CH2:13]1.CC(N=NC(C#N)(C)C)(C#N)C.Cl[C:33]1[CH:38]=[CH:37][CH:36]=[CH:35][CH:34]=1. No catalyst specified. The product is [CH3:13][CH:12]([C:33]1[CH:38]=[CH:37][C:36]([CH2:3][CH:4]([CH:5]=[O:1])[CH3:9])=[CH:35][CH:34]=1)[CH3:17]. The yield is 0.600. (5) The reactants are F[C:2]1[CH:7]=[CH:6][C:5]([N+:8]([O-:10])=[O:9])=[C:4]([CH3:11])[N:3]=1.[NH:12]1[CH2:17][CH2:16][O:15][CH2:14][CH2:13]1.C(=O)([O-])[O-].[K+].[K+]. The catalyst is CS(C)=O. The product is [CH3:11][C:4]1[N:3]=[C:2]([N:12]2[CH2:17][CH2:16][O:15][CH2:14][CH2:13]2)[CH:7]=[CH:6][C:5]=1[N+:8]([O-:10])=[O:9]. The yield is 0.990. (6) The reactants are Br[C:2]1[CH:3]=[C:4]([C:8]2([C:18]3[CH:23]=[CH:22][N:21]=[CH:20][C:19]=3[F:24])[C:16]3[C:11](=[CH:12][CH:13]=[CH:14][CH:15]=3)[C:10]([NH2:17])=[N:9]2)[CH:5]=[CH:6][CH:7]=1.[F:25][C:26]1[CH:31]=[CH:30][C:29]([O:32][CH3:33])=[CH:28][C:27]=1B(O)O. No catalyst specified. The yield is 0.730. The product is [F:25][C:26]1[CH:31]=[CH:30][C:29]([O:32][CH3:33])=[CH:28][C:27]=1[C:2]1[CH:7]=[CH:6][CH:5]=[C:4]([C:8]2([C:18]3[CH:23]=[CH:22][N:21]=[CH:20][C:19]=3[F:24])[C:16]3[C:11](=[CH:12][CH:13]=[CH:14][CH:15]=3)[C:10]([NH2:17])=[N:9]2)[CH:3]=1. (7) The reactants are [Cl:1][C:2]1[N:10]=[C:9]2[C:5]([NH:6][CH:7]=[N:8]2)=[C:4]([NH2:11])[N:3]=1.C(=O)([O-])[O-].[K+].[K+].Br[CH2:19][C:20]1[CH:21]=[C:22]([CH2:26][C:27]([O:29][CH3:30])=[O:28])[CH:23]=[CH:24][CH:25]=1. The catalyst is CN(C=O)C. The product is [Cl:1][C:2]1[N:10]=[C:9]2[C:5]([N:6]=[CH:7][N:8]2[CH2:19][C:20]2[CH:25]=[CH:24][CH:23]=[C:22]([CH2:26][C:27]([O:29][CH3:30])=[O:28])[CH:21]=2)=[C:4]([NH2:11])[N:3]=1. The yield is 0.640. (8) The reactants are C([O:3][C:4]([C:6]1[N:7]([CH2:16][C:17]#[N:18])[C:8]2[C:13]([CH:14]=1)=[CH:12][C:11]([Cl:15])=[CH:10][CH:9]=2)=[O:5])C.O[Li].O. The catalyst is C1COCC1.O. The product is [Cl:15][C:11]1[CH:12]=[C:13]2[C:8](=[CH:9][CH:10]=1)[N:7]([CH2:16][C:17]#[N:18])[C:6]([C:4]([OH:5])=[O:3])=[CH:14]2. The yield is 0.840. (9) The reactants are [C:1](=[O:28])(OC1C=CC([N+]([O-])=O)=CC=1)[O:2][CH:3]1[CH2:8][CH2:7][N:6]([C:9]2[CH:14]=[CH:13][C:12]([C:15](=[O:17])[NH2:16])=[CH:11][N:10]=2)[CH2:5][CH2:4]1.[CH:29]([N:32]1[CH2:37][CH2:36][NH:35][CH2:34][CH2:33]1)([CH3:31])[CH3:30].CCN(C(C)C)C(C)C. The catalyst is N1C=CC=CC=1. The product is [CH:29]([N:32]1[CH2:37][CH2:36][N:35]([C:1]([O:2][CH:3]2[CH2:4][CH2:5][N:6]([C:9]3[CH:14]=[CH:13][C:12]([C:15](=[O:17])[NH2:16])=[CH:11][N:10]=3)[CH2:7][CH2:8]2)=[O:28])[CH2:34][CH2:33]1)([CH3:31])[CH3:30]. The yield is 0.500.